This data is from Reaction yield outcomes from USPTO patents with 853,638 reactions. The task is: Predict the reaction yield, written as a fraction of the theoretical maximum amount of product (1.0 means a 100% yield; for example, 0.34 means a 34% yield). (1) The reactants are [F:1][C:2]1[CH:3]=[C:4]([CH:22]=[CH:23][C:24]=1[F:25])[CH2:5][C@H:6]1[CH2:11][C@H:10]([C:12]2[O:16][NH:15][C:14](=[O:17])[CH:13]=2)[CH2:9][CH2:8][N:7]1[C:18]([O:20][CH3:21])=[O:19]. The catalyst is CCCCCCC. The product is [F:1][C:2]1[CH:3]=[C:4]([CH:22]=[CH:23][C:24]=1[F:25])[CH2:5][C@@H:6]1[CH2:11][C@@H:10]([C:12]2[O:16][NH:15][C:14](=[O:17])[CH:13]=2)[CH2:9][CH2:8][N:7]1[C:18]([O:20][CH3:21])=[O:19].[F:1][C:2]1[CH:3]=[C:4]([CH:22]=[CH:23][C:24]=1[F:25])[CH2:5][C@H:6]1[CH2:11][C@H:10]([C:12]2[O:16][NH:15][C:14](=[O:17])[CH:13]=2)[CH2:9][CH2:8][N:7]1[C:18]([O:20][CH3:21])=[O:19]. The yield is 0.540. (2) The reactants are [N:1]1[CH:6]=[CH:5][CH:4]=[CH:3][C:2]=1[CH:7]=[O:8].[CH3:9][O:10][C:11](=[O:31])[CH2:12][CH2:13][C:14]1[CH:19]=[CH:18][C:17]([O:20][CH2:21][CH2:22][C@@H:23]([O:25]S(C)(=O)=O)[CH3:24])=[CH:16][C:15]=1[CH3:30].C([O-])([O-])=O.[Cs+].[Cs+].Cl. The catalyst is CN(C=O)C.O. The product is [CH3:9][O:10][C:11](=[O:31])[CH2:12][CH2:13][C:14]1[CH:19]=[CH:18][C:17]([O:20][CH2:21][CH2:22][C@H:23]([O:25][C:17]2[CH:18]=[CH:19][C:14]([CH2:13][CH3:12])=[CH:15][C:16]=2[C:7]([C:2]2[CH:3]=[CH:4][CH:5]=[CH:6][N:1]=2)=[O:8])[CH3:24])=[CH:16][C:15]=1[CH3:30]. The yield is 0.250. (3) The reactants are C([O:3][C:4]([CH:6]1[CH2:11][CH2:10][CH:9]([NH:12][C:13]2[CH:18]=[CH:17][C:16]([F:19])=[CH:15][CH:14]=2)[CH2:8][CH2:7]1)=[O:5])C.O[Li].O.CO.O. The catalyst is C1COCC1. The product is [F:19][C:16]1[CH:15]=[CH:14][C:13]([NH:12][C@H:9]2[CH2:8][CH2:7][C@H:6]([C:4]([OH:5])=[O:3])[CH2:11][CH2:10]2)=[CH:18][CH:17]=1.[F:19][C:16]1[CH:15]=[CH:14][C:13]([NH:12][C@@H:9]2[CH2:8][CH2:7][C@H:6]([C:4]([OH:5])=[O:3])[CH2:11][CH2:10]2)=[CH:18][CH:17]=1. The yield is 0.200.